From a dataset of Forward reaction prediction with 1.9M reactions from USPTO patents (1976-2016). Predict the product of the given reaction. Given the reactants F[P-](F)(F)(F)(F)F.[N:8]1(O[P+](N(C)C)(N(C)C)N(C)C)[C:12]2[CH:13]=[CH:14][CH:15]=CC=2N=N1.[C:28]1([C:34]2[C:42]3[C:37](=[CH:38][CH:39]=[CH:40][CH:41]=3)[N:36]([S:43]([C:46]3[CH:54]=[CH:53][C:49]([C:50](O)=[O:51])=[CH:48][CH:47]=3)(=[O:45])=[O:44])[CH:35]=2)[CH:33]=[CH:32][CH:31]=[CH:30][CH:29]=1.[O:55]1CCC(NC)[CH2:56]1.C(N(CC)CC)C, predict the reaction product. The product is: [C:28]1([C:34]2[C:42]3[C:37](=[CH:38][CH:39]=[CH:40][CH:41]=3)[N:36]([S:43]([C:46]3[CH:47]=[CH:48][C:49]([C:50]([NH:8][CH2:12][CH:13]4[CH2:14][CH2:15][O:55][CH2:56]4)=[O:51])=[CH:53][CH:54]=3)(=[O:45])=[O:44])[CH:35]=2)[CH:33]=[CH:32][CH:31]=[CH:30][CH:29]=1.